Dataset: Full USPTO retrosynthesis dataset with 1.9M reactions from patents (1976-2016). Task: Predict the reactants needed to synthesize the given product. (1) Given the product [CH:1]1([C:4]2[N:8]([CH3:9])[C:7]3[CH:10]=[C:11]([N:14]4[CH:19]=[CH:18][C:17]([O:20][CH2:28][C:27]5[CH:26]=[C:25]([Cl:30])[S:24][C:23]=5[Cl:22])=[CH:16][C:15]4=[O:21])[CH:12]=[CH:13][C:6]=3[N:5]=2)[CH2:2][CH2:3]1, predict the reactants needed to synthesize it. The reactants are: [CH:1]1([C:4]2[N:8]([CH3:9])[C:7]3[CH:10]=[C:11]([N:14]4[CH:19]=[CH:18][C:17]([OH:20])=[CH:16][C:15]4=[O:21])[CH:12]=[CH:13][C:6]=3[N:5]=2)[CH2:3][CH2:2]1.[Cl:22][C:23]1[S:24][C:25]([Cl:30])=[CH:26][C:27]=1[CH2:28]O.C(P(CCCC)CCCC)CCC.N(C(N1CCCCC1)=O)=NC(N1CCCCC1)=O. (2) The reactants are: [C:1]1([C:19]2[CH:24]=[CH:23][CH:22]=[CH:21][CH:20]=2)[CH:6]=[CH:5][C:4]([CH2:7][CH2:8][C:9](=[O:18])[CH2:10][C:11]([O:13][C:14]([CH3:17])([CH3:16])[CH3:15])=[O:12])=[CH:3][CH:2]=1.CC(C)([O-])C.[K+].[N:31]1([C:34]([O:36][CH2:37][C:38]2[CH:43]=[CH:42][CH:41]=[CH:40][CH:39]=2)=[O:35])[CH2:33][CH2:32]1. Given the product [CH2:37]([O:36][C:34]([NH:31][CH2:32][CH2:33][CH:10]([C:9](=[O:18])[CH2:8][CH2:7][C:4]1[CH:3]=[CH:2][C:1]([C:19]2[CH:20]=[CH:21][CH:22]=[CH:23][CH:24]=2)=[CH:6][CH:5]=1)[C:11]([O:13][C:14]([CH3:17])([CH3:16])[CH3:15])=[O:12])=[O:35])[C:38]1[CH:43]=[CH:42][CH:41]=[CH:40][CH:39]=1, predict the reactants needed to synthesize it. (3) Given the product [C:1]([C:3]1[CH:4]=[CH:5][C:6]([C@@H:15]2[C:20]([C:21]#[N:22])=[C:19]([CH3:23])[N:18]([C:24]3[CH:29]=[CH:28][CH:27]=[C:26]([C:30]([F:32])([F:31])[F:33])[CH:25]=3)[C:17](=[O:34])[N:16]2[CH3:35])=[C:7]([S:9]([N:12]([CH3:13])[CH3:14])(=[O:11])=[O:10])[CH:8]=1)#[N:2], predict the reactants needed to synthesize it. The reactants are: [C:1]([C:3]1[CH:4]=[CH:5][C:6]([C@@H:15]2[C:20]([C:21]#[N:22])=[C:19]([CH3:23])[N:18]([C:24]3[CH:29]=[CH:28][CH:27]=[C:26]([C:30]([F:33])([F:32])[F:31])[CH:25]=3)[C:17](=[O:34])[NH:16]2)=[C:7]([S:9]([N:12]([CH3:14])[CH3:13])(=[O:11])=[O:10])[CH:8]=1)#[N:2].[CH3:35][Si](C)(C)[N-][Si](C)(C)C.[Li+].IC.C(O)(=O)C. (4) Given the product [CH3:14][N:13]([CH3:15])[CH:10]1[CH2:11][CH2:12][N:8]([C:5]2[CH:6]=[CH:7][C:2]([N:1]3[CH2:17][CH2:18][C:19]4[C:20](=[CH:24][CH:25]=[C:26]([OH:28])[CH:27]=4)[C:21]3=[O:22])=[CH:3][CH:4]=2)[CH2:9]1, predict the reactants needed to synthesize it. The reactants are: [NH2:1][C:2]1[CH:7]=[CH:6][C:5]([N:8]2[CH2:12][CH2:11][CH:10]([N:13]([CH3:15])[CH3:14])[CH2:9]2)=[CH:4][CH:3]=1.Cl[CH2:17][CH2:18][C:19]1[CH:27]=[C:26]([O:28]C)[CH:25]=[CH:24][C:20]=1[C:21](Cl)=[O:22].